Dataset: Peptide-MHC class II binding affinity with 134,281 pairs from IEDB. Task: Regression. Given a peptide amino acid sequence and an MHC pseudo amino acid sequence, predict their binding affinity value. This is MHC class II binding data. The peptide sequence is LVVRMYLSSQAIRLV. The MHC is HLA-DPA10103-DPB10401 with pseudo-sequence HLA-DPA10103-DPB10401. The binding affinity (normalized) is 0.606.